This data is from Forward reaction prediction with 1.9M reactions from USPTO patents (1976-2016). The task is: Predict the product of the given reaction. Given the reactants [F:1][C:2]1[CH:3]=[C:4]([CH:9]([CH3:14])[C:10]([O:12][CH3:13])=[O:11])[CH:5]=[CH:6][C:7]=1I.[OH:15][C:16]1[CH:17]=[C:18](B(O)O)[CH:19]=[CH:20][CH:21]=1, predict the reaction product. The product is: [F:1][C:2]1[CH:3]=[C:4]([CH:9]([CH3:14])[C:10]([O:12][CH3:13])=[O:11])[CH:5]=[CH:6][C:7]=1[C:21]1[CH:20]=[CH:19][CH:18]=[CH:17][C:16]=1[OH:15].